This data is from Full USPTO retrosynthesis dataset with 1.9M reactions from patents (1976-2016). The task is: Predict the reactants needed to synthesize the given product. (1) Given the product [NH2:1][C@H:2]([C:7]([OH:9])=[O:8])[CH2:3][CH:4]([CH3:6])[CH3:5].[CH3:17][N:18]1[C@@H:35]2[CH2:36][C:23]3[CH:24]=[CH:25][C:26]([O:37][CH3:38])=[C:27]4[O:28][C@H:29]5[C:30]([CH2:32][CH2:33][C@@H:34]2[C@:21]5([C:22]=34)[CH2:20][CH2:19]1)=[O:31], predict the reactants needed to synthesize it. The reactants are: [NH:1](C(OC(C)(C)C)=O)[C@H:2]([C:7]([OH:9])=[O:8])[CH2:3][CH:4]([CH3:6])[CH3:5].[CH3:17][N:18]1[C@@H:35]2[CH2:36][C:23]3[CH:24]=[CH:25][C:26]([O:37][CH3:38])=[C:27]4[O:28][C@H:29]5[C:30]([CH2:32][CH2:33][C@@H:34]2[C@:21]5([C:22]=34)[CH2:20][CH2:19]1)=[O:31].Cl. (2) Given the product [CH3:1][CH:2]([CH3:22])[C:3]([O:5][CH2:6][CH2:7][O:8][C:9]([NH:34][CH2:33][C:26]1([CH2:29][C:30]([OH:32])=[O:31])[CH2:25][CH2:24][CH2:23][CH2:28][CH2:27]1)=[O:10])=[O:4], predict the reactants needed to synthesize it. The reactants are: [CH3:1][CH:2]([CH3:22])[C:3]([O:5][CH2:6][CH2:7][O:8][C:9](OC1C=CC(S(C)(=O)=O)=CC=1)=[O:10])=[O:4].[CH2:23]1[CH2:28][CH2:27][C:26]([CH2:33][NH2:34])([CH2:29][C:30]([OH:32])=[O:31])[CH2:25][CH2:24]1.C(=O)(O)[O-].[K+]. (3) Given the product [ClH:19].[Cl:19][CH2:14][C:13]1[C:4]([NH:3][CH2:1][CH3:2])=[N:5][C:6]2[C:11]([CH:12]=1)=[CH:10][C:9]([CH3:16])=[CH:8][CH:7]=2, predict the reactants needed to synthesize it. The reactants are: [CH2:1]([NH:3][C:4]1[C:13]([CH2:14]O)=[CH:12][C:11]2[C:6](=[CH:7][CH:8]=[C:9]([CH3:16])[CH:10]=2)[N:5]=1)[CH3:2].S(Cl)([Cl:19])=O. (4) Given the product [N+:8]([C:5]1[CH:6]=[CH:7][C:2]([NH:1][C:17](=[O:19])[CH3:18])=[N:3][CH:4]=1)([O-:10])=[O:9], predict the reactants needed to synthesize it. The reactants are: [NH2:1][C:2]1[CH:7]=[CH:6][C:5]([N+:8]([O-:10])=[O:9])=[CH:4][N:3]=1.N1C=CC=CC=1.[C:17](Cl)(=[O:19])[CH3:18]. (5) Given the product [CH3:15][O:16][C:17]1[CH:18]=[C:19]2[C:24](=[CH:25][CH:26]=1)[N:23]=[N:22][CH:21]=[C:20]2[Cl:3], predict the reactants needed to synthesize it. The reactants are: P(Cl)(Cl)([Cl:3])=O.CN(C)C1C=CC=CC=1.[CH3:15][O:16][C:17]1[CH:18]=[C:19]2[C:24](=[CH:25][CH:26]=1)[N:23]=[N:22][CH:21]=[C:20]2O. (6) Given the product [Cl:21][C:16]1[CH:15]=[C:14]([CH:11]([CH:10]2[CH2:9][O:8][C:25]([CH3:27])([CH3:26])[O:22]2)[C:12]#[N:13])[CH:19]=[CH:18][C:17]=1[Cl:20], predict the reactants needed to synthesize it. The reactants are: [Si]([O:8][CH2:9][CH:10]([OH:22])[CH:11]([C:14]1[CH:19]=[CH:18][C:17]([Cl:20])=[C:16]([Cl:21])[CH:15]=1)[C:12]#[N:13])(C(C)(C)C)(C)C.CO[C:25](OC)([CH3:27])[CH3:26].C1(C)C=CC(S(O)(=O)=O)=CC=1.C(=O)([O-])O.[Na+]. (7) Given the product [Si:1]([O:8][CH2:9][C:10]1[CH:19]=[CH:18][C:13]([C:14]([O:16][CH3:17])=[O:15])=[CH:12][C:11]=1[N:20]([CH:21]=[O:22])[CH3:27])([C:4]([CH3:6])([CH3:7])[CH3:5])([CH3:3])[CH3:2], predict the reactants needed to synthesize it. The reactants are: [Si:1]([O:8][CH2:9][C:10]1[CH:19]=[CH:18][C:13]([C:14]([O:16][CH3:17])=[O:15])=[CH:12][C:11]=1[NH:20][CH:21]=[O:22])([C:4]([CH3:7])([CH3:6])[CH3:5])([CH3:3])[CH3:2].[H-].[Na+].CI.[C:27](=O)(O)[O-].[Na+]. (8) Given the product [ClH:38].[ClH:38].[Cl:38][C:35]1[CH:36]=[CH:37][C:32]([C:30]([C:39]2[CH:44]=[CH:43][C:42]([Cl:45])=[CH:41][CH:40]=2)([OH:31])[CH2:29][NH:28][C:9]2[N:8]=[C:7]([N:4]3[CH2:5][CH2:6][C@@H:2]([NH:1][C:53]([NH:52][C:48]4[CH:47]=[N:46][CH:51]=[CH:50][CH:49]=4)=[O:54])[CH2:3]3)[N:15]=[C:14]3[C:10]=2[N:11]=[CH:12][N:13]3[C@@H:16]2[CH2:20][C@H:19]([NH:21][C:22](=[O:25])[CH2:23][CH3:24])[C@@H:18]([OH:26])[C@H:17]2[OH:27])=[CH:33][CH:34]=1, predict the reactants needed to synthesize it. The reactants are: [NH2:1][C@@H:2]1[CH2:6][CH2:5][N:4]([C:7]2[N:15]=[C:14]3[C:10]([N:11]=[CH:12][N:13]3[C@@H:16]3[CH2:20][C@H:19]([NH:21][C:22](=[O:25])[CH2:23][CH3:24])[C@@H:18]([OH:26])[C@H:17]3[OH:27])=[C:9]([NH:28][CH2:29][C:30]([C:39]3[CH:44]=[CH:43][C:42]([Cl:45])=[CH:41][CH:40]=3)([C:32]3[CH:37]=[CH:36][C:35]([Cl:38])=[CH:34][CH:33]=3)[OH:31])[N:8]=2)[CH2:3]1.[N:46]1[CH:51]=[CH:50][CH:49]=[C:48]([N:52]=[C:53]=[O:54])[CH:47]=1. (9) Given the product [NH:27]([C:28]([O:1][CH2:2][CH2:3][C:4]1[CH:5]=[C:6]([CH2:10][CH:11]([O:17][CH:18]([CH3:19])[CH3:20])[C:12]([OH:14])=[O:13])[CH:7]=[CH:8][CH:9]=1)=[O:29])[C:21]1[CH:26]=[CH:25][CH:24]=[CH:23][CH:22]=1, predict the reactants needed to synthesize it. The reactants are: [OH:1][CH2:2][CH2:3][C:4]1[CH:5]=[C:6]([CH2:10][CH:11]([O:17][CH:18]([CH3:20])[CH3:19])[C:12]([O:14]CC)=[O:13])[CH:7]=[CH:8][CH:9]=1.[C:21]1([N:27]=[C:28]=[O:29])[CH:26]=[CH:25][CH:24]=[CH:23][CH:22]=1.